This data is from Peptide-MHC class I binding affinity with 185,985 pairs from IEDB/IMGT. The task is: Regression. Given a peptide amino acid sequence and an MHC pseudo amino acid sequence, predict their binding affinity value. This is MHC class I binding data. The peptide sequence is LEFNSSLAI. The MHC is HLA-B39:01 with pseudo-sequence HLA-B39:01. The binding affinity (normalized) is 0.0847.